Dataset: Full USPTO retrosynthesis dataset with 1.9M reactions from patents (1976-2016). Task: Predict the reactants needed to synthesize the given product. Given the product [Cl:1][C:2]1[CH:3]=[C:4]([F:26])[C:5]([C:8]2[N:13]=[N:12][C:11]([N:14]([CH3:25])[CH:15]3[CH2:16][C:17]([CH3:24])([CH3:23])[NH:18][C:19]([CH3:21])([CH3:22])[CH2:20]3)=[CH:10][CH:9]=2)=[C:6]([OH:29])[CH:7]=1, predict the reactants needed to synthesize it. The reactants are: [Cl:1][C:2]1[CH:7]=[CH:6][C:5]([C:8]2[N:13]=[N:12][C:11]([N:14]([CH3:25])[CH:15]3[CH2:20][C:19]([CH3:22])([CH3:21])[NH:18][C:17]([CH3:24])([CH3:23])[CH2:16]3)=[CH:10][CH:9]=2)=[C:4]([F:26])[CH:3]=1.C(OI(C1C=CC=CC=1)OC(=O)C)(=[O:29])C.S([O-])([O-])(=O)=S.[Na+].[Na+].C(=O)([O-])[O-].[K+].[K+].Cl.